This data is from Forward reaction prediction with 1.9M reactions from USPTO patents (1976-2016). The task is: Predict the product of the given reaction. Given the reactants [CH2:1]([O:3][C:4](=[O:42])[C:5]([O:8][C:9]1[CH:14]=[CH:13][C:12]([O:15][CH2:16][CH2:17][CH:18]2[CH2:22][N:21]([CH2:23][C:24]3[CH:29]=[CH:28][C:27]([CH3:30])=[C:26]([CH3:31])[CH:25]=3)[C:20](=[O:32])[N:19]2CC2C=CC(OC)=CC=2)=[CH:11][CH:10]=1)([CH3:7])[CH3:6])[CH3:2], predict the reaction product. The product is: [CH2:1]([O:3][C:4](=[O:42])[C:5]([O:8][C:9]1[CH:10]=[CH:11][C:12]([O:15][CH2:16][CH2:17][CH:18]2[CH2:22][N:21]([CH2:23][C:24]3[CH:29]=[CH:28][C:27]([CH3:30])=[C:26]([CH3:31])[CH:25]=3)[C:20](=[O:32])[NH:19]2)=[CH:13][CH:14]=1)([CH3:6])[CH3:7])[CH3:2].